This data is from Choline transporter screen with 302,306 compounds. The task is: Binary Classification. Given a drug SMILES string, predict its activity (active/inactive) in a high-throughput screening assay against a specified biological target. (1) The compound is OCC1N(CCCC1)Cc1c(nn(c1)C)c1ccc(Oc2ccccc2)cc1. The result is 0 (inactive). (2) The drug is O=C(NC1CCCC1)C1(N(C(=O)CC2NC(=O)NC2=O)c2ccccc2)CCCCC1. The result is 0 (inactive).